The task is: Predict the reactants needed to synthesize the given product.. This data is from Full USPTO retrosynthesis dataset with 1.9M reactions from patents (1976-2016). Given the product [NH2:49][C:50]1[N:58]=[C:57]2[C:53]([N:54]=[CH:55][N:56]2[C@@H:59]2[O:81][C@H:80]([CH2:82][OH:83])[C@@H:70]([OH:71])[C@H:60]2[OH:61])=[C:52]([NH:1][CH3:2])[N:51]=1, predict the reactants needed to synthesize it. The reactants are: [NH2:1][C:2]1N=C2C(NC=N2)=C(Cl)N=1.CC(OC1O[C@H](COC(C2C=CC=CC=2)=O)[C@@H](OC(C2C=CC=CC=2)=O)[C@H]1OC(C1C=CC=CC=1)=O)=O.[NH2:49][C:50]1[N:58]=[C:57]2[C:53]([N:54]=[CH:55][N:56]2[C@@H:59]2[O:81][C@H:80]([CH2:82][O:83]C(=O)C3C=CC=CC=3)[C@@H:70]([O:71]C(=O)C3C=CC=CC=3)[C@H:60]2[O:61]C(=O)C2C=CC=CC=2)=[C:52](Cl)[N:51]=1.CN.